From a dataset of NCI-60 drug combinations with 297,098 pairs across 59 cell lines. Regression. Given two drug SMILES strings and cell line genomic features, predict the synergy score measuring deviation from expected non-interaction effect. Drug 1: C1=NC2=C(N1)C(=S)N=C(N2)N. Drug 2: CNC(=O)C1=NC=CC(=C1)OC2=CC=C(C=C2)NC(=O)NC3=CC(=C(C=C3)Cl)C(F)(F)F. Cell line: SNB-19. Synergy scores: CSS=47.1, Synergy_ZIP=5.52, Synergy_Bliss=9.18, Synergy_Loewe=-9.46, Synergy_HSA=6.71.